From a dataset of Full USPTO retrosynthesis dataset with 1.9M reactions from patents (1976-2016). Predict the reactants needed to synthesize the given product. Given the product [NH2:8][C@H:9]1[CH2:13][CH2:12][N:11]([S:14]([C:17]2[C:18]3[C:19]([Br:29])=[CH:20][N:21]=[C:22]([OH:27])[C:23]=3[CH:24]=[CH:25][CH:26]=2)(=[O:15])=[O:16])[CH2:10]1.[ClH:30], predict the reactants needed to synthesize it. The reactants are: C(OC([NH:8][C@H:9]1[CH2:13][CH2:12][N:11]([S:14]([C:17]2[C:18]3[C:19]([Br:29])=[CH:20][N:21]=[C:22]([O:27]C)[C:23]=3[CH:24]=[CH:25][CH:26]=2)(=[O:16])=[O:15])[CH2:10]1)=O)(C)(C)C.[ClH:30].CO.